Dataset: Catalyst prediction with 721,799 reactions and 888 catalyst types from USPTO. Task: Predict which catalyst facilitates the given reaction. (1) The catalyst class is: 2. Reactant: [C:1]([C:3]1[CH:10]=[CH:9][C:6]([CH2:7][OH:8])=[CH:5][CH:4]=1)#[CH:2].C(N(CC)CC)C.[S:18](Cl)([CH3:21])(=[O:20])=[O:19]. Product: [CH3:21][S:18]([O:8][CH2:7][C:6]1[CH:9]=[CH:10][C:3]([C:1]#[CH:2])=[CH:4][CH:5]=1)(=[O:20])=[O:19]. (2) Reactant: [CH3:1][N:2]([CH3:25])[C:3]1[CH:4]=[C:5]([CH:10]2[C:19]([CH3:21])([CH3:20])[CH2:18][C:17]3[C:12](=[CH:13][CH:14]=[C:15]([C:22]([OH:24])=O)[CH:16]=3)[NH:11]2)[CH:6]=[C:7]([F:9])[CH:8]=1.Cl.CN(C)CCCN=C=NCC.[CH3:38][S:39]([NH2:42])(=[O:41])=[O:40]. Product: [CH3:25][N:2]([CH3:1])[C:3]1[CH:4]=[C:5]([CH:10]2[C:19]([CH3:21])([CH3:20])[CH2:18][C:17]3[C:12](=[CH:13][CH:14]=[C:15]([C:22]([NH:42][S:39]([CH3:38])(=[O:41])=[O:40])=[O:24])[CH:16]=3)[NH:11]2)[CH:6]=[C:7]([F:9])[CH:8]=1. The catalyst class is: 119. (3) Reactant: [Cl:1][C:2]1[C:3]([O:12][C:13]2[CH:18]=[C:17]([O:19][CH:20]([CH3:22])[CH3:21])[CH:16]=[CH:15][C:14]=2[CH2:23][CH2:24][CH2:25][OH:26])=[N:4][CH:5]=[C:6]([C:8]([F:11])([F:10])[F:9])[CH:7]=1.[CH3:27][N:28]1[CH:32]=[C:31]([CH2:33][C:34]([O:36]C)=[O:35])[C:30](O)=[N:29]1.C(P(CCCC)CCCC)CCC.N(C(N1CCCCC1)=O)=NC(N1CCCCC1)=O.O1CCCC1CO.[OH-].[Na+].Cl. Product: [Cl:1][C:2]1[C:3]([O:12][C:13]2[CH:18]=[C:17]([O:19][CH:20]([CH3:21])[CH3:22])[CH:16]=[CH:15][C:14]=2[CH2:23][CH2:24][CH2:25][O:26][C:30]2[C:31]([CH2:33][C:34]([OH:36])=[O:35])=[CH:32][N:28]([CH3:27])[N:29]=2)=[N:4][CH:5]=[C:6]([C:8]([F:11])([F:10])[F:9])[CH:7]=1. The catalyst class is: 7. (4) Reactant: [CH3:1][CH:2](O)C.C([O-])=O.[NH4+].[CH3:9][O:10][C:11]1[C:20]([N+:21]([O-])=O)=[CH:19][CH:18]=[CH:17][C:12]=1[C:13]([O:15][CH3:16])=[O:14].C(=O)C. Product: [CH2:1]([NH:21][C:20]1[C:11]([O:10][CH3:9])=[C:12]([CH:17]=[CH:18][CH:19]=1)[C:13]([O:15][CH3:16])=[O:14])[CH3:2]. The catalyst class is: 522. (5) Reactant: C(N(CC)CC)C.CS(Cl)(=O)=O.[CH3:13][C:14]([CH3:40])([CH3:39])[CH:15](O)[CH2:16][C:17]1[N:18]([CH2:35][CH2:36][CH3:37])[C:19]([C:22]2[CH:27]=[CH:26][N:25]=[C:24]([NH:28][C:29]3[CH:34]=[CH:33][CH:32]=[CH:31][CH:30]=3)[N:23]=2)=[CH:20][N:21]=1.N12CCCN=C1CCCCC2. Product: [CH3:13][C:14]([CH3:39])([CH3:40])[CH:15]=[CH:16][C:17]1[N:18]([CH2:35][CH2:36][CH3:37])[C:19]([C:22]2[CH:27]=[CH:26][N:25]=[C:24]([NH:28][C:29]3[CH:34]=[CH:33][CH:32]=[CH:31][CH:30]=3)[N:23]=2)=[CH:20][N:21]=1. The catalyst class is: 390. (6) Reactant: [NH2:1][C:2]1[N:7]=[C:6]([C:8]2[O:9][CH:10]=[CH:11][CH:12]=2)[C:5]([C:13]#[N:14])=[C:4](S(C)=O)[N:3]=1.[F:18][C:19]([F:30])([F:29])[O:20][C:21]1[CH:28]=[CH:27][C:24]([CH2:25][NH2:26])=[CH:23][CH:22]=1. Product: [NH2:1][C:2]1[N:7]=[C:6]([C:8]2[O:9][CH:10]=[CH:11][CH:12]=2)[C:5]([C:13]#[N:14])=[C:4]([NH:26][CH2:25][C:24]2[CH:27]=[CH:28][C:21]([O:20][C:19]([F:18])([F:29])[F:30])=[CH:22][CH:23]=2)[N:3]=1. The catalyst class is: 57. (7) Reactant: Cl[C:2]1[C:11]2[C:6](=[CH:7][CH:8]=[C:9]([O:12][CH3:13])[CH:10]=2)[N:5]=[C:4]([C:14]2[CH:15]=[N:16][CH:17]=[CH:18][CH:19]=2)[N:3]=1.[NH2:20][C:21]1[S:22][CH:23]=[C:24]([C:26]2[CH:31]=[CH:30][C:29]([Cl:32])=[CH:28][CH:27]=2)[N:25]=1.C([O-])([O-])=O.[Cs+].[Cs+].O. Product: [Cl:32][C:29]1[CH:28]=[CH:27][C:26]([C:24]2[N:25]=[C:21]([NH:20][C:2]3[C:11]4[C:6](=[CH:7][CH:8]=[C:9]([O:12][CH3:13])[CH:10]=4)[N:5]=[C:4]([C:14]4[CH:15]=[N:16][CH:17]=[CH:18][CH:19]=4)[N:3]=3)[S:22][CH:23]=2)=[CH:31][CH:30]=1. The catalyst class is: 44. (8) Reactant: C1OCCOCCOCCOCCOCCOC1.[C-:19]#[N:20].[K+].[CH2:22]([N:29]1[CH2:33][CH:32]([C:34]2[S:35][CH:36]=[C:37]([Br:39])[CH:38]=2)[CH:31]([CH2:40]OS(C2C=CC(C)=CC=2)(=O)=O)[CH2:30]1)[C:23]1[CH:28]=[CH:27][CH:26]=[CH:25][CH:24]=1. Product: [CH2:22]([N:29]1[CH2:33][CH:32]([C:34]2[S:35][CH:36]=[C:37]([Br:39])[CH:38]=2)[CH:31]([CH2:40][C:19]#[N:20])[CH2:30]1)[C:23]1[CH:24]=[CH:25][CH:26]=[CH:27][CH:28]=1. The catalyst class is: 58.